The task is: Predict the reaction yield, written as a fraction of the theoretical maximum amount of product (1.0 means a 100% yield; for example, 0.34 means a 34% yield).. This data is from Reaction yield outcomes from USPTO patents with 853,638 reactions. The catalyst is C1COCC1.[I-].C([N+](CCCC)(CCCC)CCCC)CCC. The product is [CH2:3]([N:10]1[CH2:15][CH2:14][O:13][C@H:12]([O:16][CH2:28][C:27]2[CH:30]=[C:31]([C:33]([F:35])([F:36])[F:34])[CH:32]=[C:25]([C:24]([F:23])([F:37])[F:38])[CH:26]=2)[C@H:11]1[C:17]1[CH:22]=[CH:21][CH:20]=[CH:19][CH:18]=1)[C:4]1[CH:5]=[CH:6][CH:7]=[CH:8][CH:9]=1. The yield is 0.590. The reactants are [H-].[Na+].[CH2:3]([N:10]1[CH2:15][CH2:14][O:13][C@H:12]([OH:16])[C@H:11]1[C:17]1[CH:22]=[CH:21][CH:20]=[CH:19][CH:18]=1)[C:4]1[CH:9]=[CH:8][CH:7]=[CH:6][CH:5]=1.[F:23][C:24]([F:38])([F:37])[C:25]1[CH:26]=[C:27]([CH:30]=[C:31]([C:33]([F:36])([F:35])[F:34])[CH:32]=1)[CH2:28]Br.C([O-])(O)=O.[Na+].